This data is from Full USPTO retrosynthesis dataset with 1.9M reactions from patents (1976-2016). The task is: Predict the reactants needed to synthesize the given product. (1) Given the product [S:21]1[C:22]2[CH:33]=[CH:32][CH:31]=[CH:30][C:23]=2[CH:24]=[C:25]1[S:26]([NH:1][C:2]1[CH:7]=[CH:6][C:5]([CH3:8])=[CH:4][C:3]=1[S:9][CH2:10][C:11]1[CH:20]=[CH:19][CH:18]=[CH:17][C:12]=1[C:13]([O:15][CH3:16])=[O:14])(=[O:28])=[O:27], predict the reactants needed to synthesize it. The reactants are: [NH2:1][C:2]1[CH:7]=[CH:6][C:5]([CH3:8])=[CH:4][C:3]=1[S:9][CH2:10][C:11]1[CH:20]=[CH:19][CH:18]=[CH:17][C:12]=1[C:13]([O:15][CH3:16])=[O:14].[S:21]1[C:25]([S:26](Cl)(=[O:28])=[O:27])=[CH:24][C:23]2[CH:30]=[CH:31][CH:32]=[CH:33][C:22]1=2. (2) Given the product [O:15]=[C:14]1[CH2:13][CH2:12][CH2:11][N:1]1[C:2]1[CH:3]=[C:4]([CH:7]=[CH:8][CH:9]=1)[C:5]#[N:6], predict the reactants needed to synthesize it. The reactants are: [NH2:1][C:2]1[CH:3]=[C:4]([CH:7]=[CH:8][CH:9]=1)[C:5]#[N:6].Cl[CH2:11][CH2:12][CH2:13][C:14](Cl)=[O:15].C1CCN2C(=NCCC2)CC1.C(Cl)Cl. (3) Given the product [CH3:19][N:16]1[CH2:17][CH2:18][N:13]([C:11]2[S:12][C:8]([C:6]3[CH:5]=[CH:4][CH:3]=[C:2]([NH:21][C:22]4[CH:27]=[C:26]([CH3:28])[CH:25]=[CH:24][N:23]=4)[N:7]=3)=[CH:9][N:10]=2)[CH2:14][C:15]1=[O:20], predict the reactants needed to synthesize it. The reactants are: Br[C:2]1[N:7]=[C:6]([C:8]2[S:12][C:11]([N:13]3[CH2:18][CH2:17][N:16]([CH3:19])[C:15](=[O:20])[CH2:14]3)=[N:10][CH:9]=2)[CH:5]=[CH:4][CH:3]=1.[NH2:21][C:22]1[CH:27]=[C:26]([CH3:28])[CH:25]=[CH:24][N:23]=1.C1(P(C2C=CC=CC=2)C2C=CC3C(=CC=CC=3)C=2C2C3C(=CC=CC=3)C=CC=2P(C2C=CC=CC=2)C2C=CC=CC=2)C=CC=CC=1.C(=O)([O-])[O-].[Cs+].[Cs+]. (4) Given the product [CH3:26][N:25]1[C:16]2[C:17](=[N:18][C:19]([C@@H:20]([NH2:22])[CH3:21])=[C:14]([N:7]3[CH2:12][CH2:11][O:10][CH2:9][CH2:8]3)[CH:15]=2)[CH:23]=[CH:24]1, predict the reactants needed to synthesize it. The reactants are: CC([O-])(C)C.[K+].[NH:7]1[CH2:12][CH2:11][O:10][CH2:9][CH2:8]1.Br[C:14]1[CH:15]=[C:16]2[N:25]([CH3:26])[CH:24]=[CH:23][C:17]2=[N:18][C:19]=1[C@@H:20]([NH2:22])[CH3:21]. (5) The reactants are: [C:1]([N:4]1[CH:8]=[C:7]([C:9]([O:11][CH3:12])=[O:10])[CH2:6][C@@H:5]1[C:13]([O:15][C:16]([CH3:19])([CH3:18])[CH3:17])=[O:14])(=[O:3])[CH3:2]. Given the product [C:1]([N:4]1[CH2:8][C@H:7]([C:9]([O:11][CH3:12])=[O:10])[CH2:6][C@@H:5]1[C:13]([O:15][C:16]([CH3:19])([CH3:18])[CH3:17])=[O:14])(=[O:3])[CH3:2], predict the reactants needed to synthesize it. (6) Given the product [F:19][C:18]1[C:9]([CH3:8])=[CH:10][CH:11]=[C:12]2[C:17]=1[N:16]=[C:15]([C:20]([O:22][CH3:23])=[O:21])[CH:14]=[C:13]2[C:24]1[CH:25]=[N:26][N:27]([CH3:29])[CH:28]=1, predict the reactants needed to synthesize it. The reactants are: C([O-])([O-])=O.[Cs+].[Cs+].Br[CH2:8][C:9]1[C:18]([F:19])=[C:17]2[C:12]([C:13]([C:24]3[CH:25]=[N:26][N:27]([CH3:29])[CH:28]=3)=[CH:14][C:15]([C:20]([O:22][CH3:23])=[O:21])=[N:16]2)=[CH:11][CH:10]=1.FC(F)(F)C1OCCNC1. (7) Given the product [CH2:16]([O:23][C:24]1[CH:29]=[C:28]([C:6]2[N:2]([CH3:1])[N:3]=[CH:4][CH:5]=2)[CH:27]=[CH:26][C:25]=1[F:31])[C:17]1[CH:18]=[CH:19][CH:20]=[CH:21][CH:22]=1, predict the reactants needed to synthesize it. The reactants are: [CH3:1][N:2]1[C:6](B2OC(C)(C)C(C)(C)O2)=[CH:5][CH:4]=[N:3]1.[CH2:16]([O:23][C:24]1[CH:29]=[C:28](Br)[CH:27]=[CH:26][C:25]=1[F:31])[C:17]1[CH:22]=[CH:21][CH:20]=[CH:19][CH:18]=1.C(=O)([O-])[O-].[Na+].[Na+].CCOC(C)=O. (8) Given the product [N:4]1[C:5]2[C:10](=[N:9][CH:8]=[CH:7][CH:6]=2)[CH:11]=[C:2]([CH2:14][C:18]([O:20][CH2:30][CH3:31])=[O:19])[CH:3]=1, predict the reactants needed to synthesize it. The reactants are: Br[C:2]1[CH:3]=[N:4][C:5]2[C:10]([CH:11]=1)=[N:9][CH:8]=[CH:7][CH:6]=2.C([C:14](CC)([C:18]([O-:20])=[O:19])C([O-])=O)C.C(=O)([O-])[O-].[Cs+].[Cs+].N1C=CC=[CH:31][C:30]=1C(O)=O. (9) Given the product [NH2:11][C:10]1[CH2:9][C:4]2[C:3](=[CH:8][CH:7]=[CH:6][CH:5]=2)[C:1](=[N:12][OH:13])[N:2]=1.[OH:13][NH:12][CH:10]1[CH2:9][C:4]2[C:3](=[CH:8][CH:7]=[CH:6][CH:5]=2)[C:1]([NH2:2])=[N:11]1, predict the reactants needed to synthesize it. The reactants are: [C:1]([C:3]1[CH:8]=[CH:7][CH:6]=[CH:5][C:4]=1[CH2:9][C:10]#[N:11])#[N:2].[NH2:12][OH:13].CCO.